Dataset: Reaction yield outcomes from USPTO patents with 853,638 reactions. Task: Predict the reaction yield, written as a fraction of the theoretical maximum amount of product (1.0 means a 100% yield; for example, 0.34 means a 34% yield). (1) The reactants are [Cl:1][CH:2]([O:6][C:7]([NH:9][CH2:10][C:11]1([CH2:17][C:18]([OH:20])=[O:19])[CH2:16][CH2:15][CH2:14][CH2:13][CH2:12]1)=[O:8])[CH:3]([CH3:5])[CH3:4].C1(N=C=NC2CCCCC2)CCCCC1.[CH2:36](O)[C:37]1[CH:42]=[CH:41][CH:40]=[CH:39][CH:38]=1. The catalyst is ClCCl.CN(C)C1C=CN=CC=1. The product is [Cl:1][CH:2]([O:6][C:7]([NH:9][CH2:10][C:11]1([CH2:17][C:18]([O:20][CH2:36][C:37]2[CH:42]=[CH:41][CH:40]=[CH:39][CH:38]=2)=[O:19])[CH2:12][CH2:13][CH2:14][CH2:15][CH2:16]1)=[O:8])[CH:3]([CH3:4])[CH3:5]. The yield is 0.620. (2) The reactants are [C:1]([C:3]1[CH:4]=[C:5]([CH:10]=[C:11]([O:13][CH:14]([CH3:16])[CH3:15])[CH:12]=1)[C:6]([O:8]C)=[O:7])#[N:2].[OH-].[Na+]. The catalyst is CCO.Cl. The product is [C:1]([C:3]1[CH:4]=[C:5]([CH:10]=[C:11]([O:13][CH:14]([CH3:16])[CH3:15])[CH:12]=1)[C:6]([OH:8])=[O:7])#[N:2]. The yield is 0.830. (3) The reactants are [OH:1][C:2]1[CH:3]=[C:4]([CH:7]=[CH:8][CH:9]=1)[CH:5]=[O:6].C([O-])(=O)C.[Na+].[Br:15]Br. The catalyst is C(O)(=O)C.[Fe]. The product is [Br:15][C:3]1[C:2]([OH:1])=[CH:9][CH:8]=[CH:7][C:4]=1[CH:5]=[O:6]. The yield is 0.280. (4) The reactants are [Cl:1][C:2]1[CH:11]=[CH:10][C:5]([C:6]([O:8][CH3:9])=[O:7])=[CH:4][C:3]=1[CH3:12].C1C(=O)N([Br:20])C(=O)C1. The catalyst is C(Cl)(Cl)(Cl)Cl.CC(N=NC(C#N)(C)C)(C#N)C. The product is [Br:20][CH2:12][C:3]1[CH:4]=[C:5]([CH:10]=[CH:11][C:2]=1[Cl:1])[C:6]([O:8][CH3:9])=[O:7]. The yield is 0.300. (5) No catalyst specified. The yield is 0.180. The product is [ClH:2].[Cl:15][C:13]1[CH:14]=[C:9]([C:7]2[N:6]=[C:5]3[CH2:17][CH2:18][CH2:19][C:4]3=[C:3]([NH:20][C:21]3[CH:26]=[CH:25][C:24]([CH2:27][CH2:28][OH:29])=[CH:23][CH:22]=3)[CH:8]=2)[CH:10]=[CH:11][C:12]=1[Cl:1]. The reactants are [ClH:1].[Cl:2][C:3]1[CH:8]=[C:7]([C:9]2[CH:14]=[C:13]([Cl:15])[CH:12]=[C:11](Cl)[CH:10]=2)[N:6]=[C:5]2[CH2:17][CH2:18][CH2:19][C:4]=12.[NH2:20][C:21]1[CH:26]=[CH:25][C:24]([CH2:27][C:28](N)=[O:29])=[CH:23][CH:22]=1. (6) The reactants are [CH:1]1([C:7](=O)[CH2:8][N:9]2[C:14](=[O:15])[C:13]([CH2:16][C:17]3[CH:22]=[CH:21][C:20]([C:23]4[CH:28]=[CH:27][CH:26]=[CH:25][C:24]=4[C:29]4[NH:33][C:32](=[O:34])[O:31][N:30]=4)=[CH:19][CH:18]=3)=[C:12]([CH2:35][CH2:36][CH3:37])[N:11]3[N:38]=[C:39]([CH3:41])[N:40]=[C:10]23)[CH2:6][CH2:5][CH2:4][CH2:3][CH2:2]1.Cl.[NH2:44][O:45][CH3:46].N1C=CC=CC=1.Cl. The catalyst is O.C(OCC)(=O)C. The product is [CH:1]1(/[C:7](=[N:44]\[O:45][CH3:46])/[CH2:8][N:9]2[C:14](=[O:15])[C:13]([CH2:16][C:17]3[CH:18]=[CH:19][C:20]([C:23]4[CH:28]=[CH:27][CH:26]=[CH:25][C:24]=4[C:29]4[NH:33][C:32](=[O:34])[O:31][N:30]=4)=[CH:21][CH:22]=3)=[C:12]([CH2:35][CH2:36][CH3:37])[N:11]3[N:38]=[C:39]([CH3:41])[N:40]=[C:10]23)[CH2:6][CH2:5][CH2:4][CH2:3][CH2:2]1. The yield is 0.260. (7) The reactants are [N:1]1[CH:6]=[CH:5][CH:4]=[CH:3][C:2]=1[C:7]1([OH:13])[CH2:12][CH2:11][NH:10][CH2:9][CH2:8]1.Cl[C:15]1[CH:16]=[CH:17][C:18]2[N:19]([C:21]([C:24]([F:27])([F:26])[F:25])=[N:22][N:23]=2)[N:20]=1. No catalyst specified. The product is [N:1]1[CH:6]=[CH:5][CH:4]=[CH:3][C:2]=1[C:7]1([OH:13])[CH2:8][CH2:9][N:10]([C:15]2[CH:16]=[CH:17][C:18]3[N:19]([C:21]([C:24]([F:25])([F:27])[F:26])=[N:22][N:23]=3)[N:20]=2)[CH2:11][CH2:12]1. The yield is 0.770.